Dataset: Catalyst prediction with 721,799 reactions and 888 catalyst types from USPTO. Task: Predict which catalyst facilitates the given reaction. (1) Product: [CH3:30][S:31]([O:1][CH:2]1[CH2:5][N:4]([C:6]2[S:7][CH:8]=[C:9]([C:11](=[O:29])[NH:12][CH2:13][CH2:14][NH:15][C:16]([O:18][CH2:19][C:20]3[CH:25]=[CH:24][C:23]([N+:26]([O-:28])=[O:27])=[CH:22][CH:21]=3)=[O:17])[N:10]=2)[CH2:3]1)(=[O:33])=[O:32]. Reactant: [OH:1][CH:2]1[CH2:5][N:4]([C:6]2[S:7][CH:8]=[C:9]([C:11](=[O:29])[NH:12][CH2:13][CH2:14][NH:15][C:16]([O:18][CH2:19][C:20]3[CH:25]=[CH:24][C:23]([N+:26]([O-:28])=[O:27])=[CH:22][CH:21]=3)=[O:17])[N:10]=2)[CH2:3]1.[CH3:30][S:31](Cl)(=[O:33])=[O:32].C(N(CC)CC)C. The catalyst class is: 202. (2) Reactant: [NH:1]1[C:9]2[C:4](=[CH:5][C:6]([CH:10]=[O:11])=[CH:7][CH:8]=2)[CH:3]=[CH:2]1.[H-].[Na+].Br[CH2:15][CH:16]=[CH2:17].O. Product: [CH2:17]([N:1]1[C:9]2[C:4](=[CH:5][C:6]([CH:10]=[O:11])=[CH:7][CH:8]=2)[CH:3]=[CH:2]1)[CH:16]=[CH2:15]. The catalyst class is: 9. (3) Reactant: [CH3:1][C@@H:2]1[N:6]2[C:7](=[O:21])[C:8]3[N:9]([CH:11]=[C:12]([C:18]([OH:20])=O)[C:13](=[O:17])[C:14]=3[O:15][CH3:16])[CH2:10][C@H:5]2[O:4][CH2:3]1.C(N1C=CN=C1)(N1C=CN=C1)=O.[F:34][C:35]1[CH:42]=[C:41]([F:43])[CH:40]=[CH:39][C:36]=1[CH2:37][NH2:38]. Product: [F:34][C:35]1[CH:42]=[C:41]([F:43])[CH:40]=[CH:39][C:36]=1[CH2:37][NH:38][C:18]([C:12]1[C:13](=[O:17])[C:14]([O:15][CH3:16])=[C:8]2[C:7](=[O:21])[N:6]3[C@@H:2]([CH3:1])[CH2:3][O:4][C@@H:5]3[CH2:10][N:9]2[CH:11]=1)=[O:20]. The catalyst class is: 57. (4) Reactant: [C:1]([O:5][C:6](=[O:12])[NH:7][CH2:8][CH2:9][CH2:10][OH:11])([CH3:4])([CH3:3])[CH3:2].[H-].[Na+].[Cl:15][C:16]1[CH:21]=[CH:20][C:19](F)=[C:18]([N+:23]([O-:25])=[O:24])[CH:17]=1. Product: [C:1]([O:5][C:6](=[O:12])[NH:7][CH2:8][CH2:9][CH2:10][O:11][C:19]1[CH:20]=[CH:21][C:16]([Cl:15])=[CH:17][C:18]=1[N+:23]([O-:25])=[O:24])([CH3:4])([CH3:2])[CH3:3]. The catalyst class is: 1.